This data is from Forward reaction prediction with 1.9M reactions from USPTO patents (1976-2016). The task is: Predict the product of the given reaction. (1) Given the reactants CCN(C(C)C)C(C)C.[Cl:10][C:11]1[C:19]([C:20]#[N:21])=[CH:18][C:14]([C:15](Cl)=[O:16])=[C:13]([CH3:22])[N:12]=1.[CH3:23][OH:24], predict the reaction product. The product is: [Cl:10][C:11]1[C:19]([C:20]#[N:21])=[CH:18][C:14]([C:15]([O:24][CH3:23])=[O:16])=[C:13]([CH3:22])[N:12]=1. (2) The product is: [N:51]1([C:48]2[CH:49]=[CH:50][C:45]([CH2:44][NH:43][C:41]([N:38]3[CH2:37][CH2:36][CH:35]([NH:34][C:33]4[CH:32]=[CH:31][C:30]([CH2:29][CH2:28][NH:27][CH2:26][C@H:25]([OH:62])[CH2:24][O:23][C:22]5[CH:21]=[CH:20][C:19]([OH:18])=[CH:64][CH:63]=5)=[CH:61][CH:60]=4)[CH2:40][CH2:39]3)=[O:42])=[C:46]([C:56]([F:58])([F:57])[F:59])[CH:47]=2)[CH:55]=[CH:54][CH:53]=[N:52]1. Given the reactants [Si]([O:18][C:19]1[CH:64]=[CH:63][C:22]([O:23][CH2:24][C@@H:25]([OH:62])[CH2:26][NH:27][CH2:28][CH2:29][C:30]2[CH:61]=[CH:60][C:33]([NH:34][CH:35]3[CH2:40][CH2:39][N:38]([C:41]([NH:43][CH2:44][C:45]4[CH:50]=[CH:49][C:48]([N:51]5[CH:55]=[CH:54][CH:53]=[N:52]5)=[CH:47][C:46]=4[C:56]([F:59])([F:58])[F:57])=[O:42])[CH2:37][CH2:36]3)=[CH:32][CH:31]=2)=[CH:21][CH:20]=1)(C(C)(C)C)(C1C=CC=CC=1)C1C=CC=CC=1, predict the reaction product. (3) Given the reactants [CH3:1][O:2][C:3]1[CH:8]=[CH:7][C:6]([N:9]2[C:13]3[C:14](=[O:27])[N:15]([C:18]4[CH:23]=[CH:22][C:21]([N+:24]([O-])=O)=[CH:20][CH:19]=4)[CH2:16][CH2:17][C:12]=3[C:11]([C:28]([O:30][CH2:31][CH3:32])=[O:29])=[N:10]2)=[CH:5][CH:4]=1.[Cl-].[NH4+].C(Cl)Cl.C1CCCCC1, predict the reaction product. The product is: [NH2:24][C:21]1[CH:22]=[CH:23][C:18]([N:15]2[CH2:16][CH2:17][C:12]3[C:11]([C:28]([O:30][CH2:31][CH3:32])=[O:29])=[N:10][N:9]([C:6]4[CH:7]=[CH:8][C:3]([O:2][CH3:1])=[CH:4][CH:5]=4)[C:13]=3[C:14]2=[O:27])=[CH:19][CH:20]=1. (4) Given the reactants [CH3:1][O:2][C:3]1[CH:4]=[C:5]([CH:11]=[CH:12][CH:13]=1)[C:6]([CH2:8][C:9]#[N:10])=[O:7].[H-].[Na+].Br.Br[CH2:18][C:19]([C:21]1[CH:22]=[N:23][CH:24]=[CH:25][CH:26]=1)=[O:20], predict the reaction product. The product is: [CH3:1][O:2][C:3]1[CH:4]=[C:5]([CH:11]=[CH:12][CH:13]=1)[C:6]([CH:8]([CH2:18][C:19](=[O:20])[C:21]1[CH:22]=[N:23][CH:24]=[CH:25][CH:26]=1)[C:9]#[N:10])=[O:7].